From a dataset of Tox21: 12 toxicity assays (nuclear receptors and stress response pathways). Binary classification across 12 toxicity assays. (1) It tested positive (active) for: SR-MMP (Mitochondrial Membrane Potential disruption). The compound is Cc1ccc(C(C)C)c(O)c1. (2) The drug is Cc1ccco1. It tested positive (active) for: SR-ARE (Antioxidant Response Element (oxidative stress)). (3) The molecule is Oc1cc(O)c(Cl)cc1Cl. It tested positive (active) for: SR-ARE (Antioxidant Response Element (oxidative stress)), SR-HSE (Heat Shock Element response), and SR-MMP (Mitochondrial Membrane Potential disruption). (4) The compound is CC(C)C(C(=O)OC(C#N)c1cccc(Oc2ccccc2)c1)c1ccc(Cl)cc1. It tested positive (active) for: NR-ER (Estrogen Receptor agonist activity), and SR-MMP (Mitochondrial Membrane Potential disruption). (5) The drug is O=C(NNCNNC(=O)c1ccncc1)c1ccncc1. It tested positive (active) for: NR-AhR (Aryl hydrocarbon Receptor agonist activity). (6) The molecule is N#Cc1c2ccccc2cc2ccccc12. It tested positive (active) for: SR-MMP (Mitochondrial Membrane Potential disruption), and SR-p53 (p53 tumor suppressor activation). (7) It tested positive (active) for: NR-Aromatase (Aromatase enzyme inhibition), NR-PPAR-gamma (PPAR-gamma nuclear receptor agonist), and SR-ARE (Antioxidant Response Element (oxidative stress)). The molecule is CCCOC/C(=N\c1ccc(Cl)cc1C(F)(F)F)n1ccnc1. (8) It tested positive (active) for: NR-AR (Androgen Receptor agonist activity), NR-AR-LBD (Androgen Receptor Ligand Binding Domain agonist), and SR-MMP (Mitochondrial Membrane Potential disruption). The compound is CCOc1ccccc1OCCN[C@H](C)Cc1ccc(OC)c(S(N)(=O)=O)c1. (9) The drug is Cc1cccc2sc3nncn3c12. It tested positive (active) for: NR-AhR (Aryl hydrocarbon Receptor agonist activity), and SR-ARE (Antioxidant Response Element (oxidative stress)).